This data is from NCI-60 drug combinations with 297,098 pairs across 59 cell lines. The task is: Regression. Given two drug SMILES strings and cell line genomic features, predict the synergy score measuring deviation from expected non-interaction effect. (1) Drug 1: CNC(=O)C1=CC=CC=C1SC2=CC3=C(C=C2)C(=NN3)C=CC4=CC=CC=N4. Drug 2: CCC1=C2CN3C(=CC4=C(C3=O)COC(=O)C4(CC)O)C2=NC5=C1C=C(C=C5)O. Cell line: LOX IMVI. Synergy scores: CSS=32.0, Synergy_ZIP=2.14, Synergy_Bliss=1.59, Synergy_Loewe=-9.09, Synergy_HSA=1.64. (2) Drug 1: CN1CCC(CC1)COC2=C(C=C3C(=C2)N=CN=C3NC4=C(C=C(C=C4)Br)F)OC. Drug 2: CN(CC1=CN=C2C(=N1)C(=NC(=N2)N)N)C3=CC=C(C=C3)C(=O)NC(CCC(=O)O)C(=O)O. Cell line: MDA-MB-231. Synergy scores: CSS=7.37, Synergy_ZIP=-1.15, Synergy_Bliss=-2.79, Synergy_Loewe=-6.23, Synergy_HSA=-6.67. (3) Drug 1: C1=CC(=CC=C1C#N)C(C2=CC=C(C=C2)C#N)N3C=NC=N3. Drug 2: CCC1=C2CN3C(=CC4=C(C3=O)COC(=O)C4(CC)O)C2=NC5=C1C=C(C=C5)O. Cell line: SK-OV-3. Synergy scores: CSS=6.01, Synergy_ZIP=-3.99, Synergy_Bliss=-0.753, Synergy_Loewe=-22.0, Synergy_HSA=-1.20. (4) Cell line: HS 578T. Drug 1: C1CNP(=O)(OC1)N(CCCl)CCCl. Synergy scores: CSS=43.4, Synergy_ZIP=17.1, Synergy_Bliss=17.0, Synergy_Loewe=0.324, Synergy_HSA=14.8. Drug 2: C(CN)CNCCSP(=O)(O)O. (5) Drug 1: C1C(C(OC1N2C=C(C(=O)NC2=O)F)CO)O. Drug 2: CC1CCC2CC(C(=CC=CC=CC(CC(C(=O)C(C(C(=CC(C(=O)CC(OC(=O)C3CCCCN3C(=O)C(=O)C1(O2)O)C(C)CC4CCC(C(C4)OC)OCCO)C)C)O)OC)C)C)C)OC. Cell line: U251. Synergy scores: CSS=10.9, Synergy_ZIP=-1.92, Synergy_Bliss=7.20, Synergy_Loewe=-11.8, Synergy_HSA=0.941. (6) Drug 1: CC(CN1CC(=O)NC(=O)C1)N2CC(=O)NC(=O)C2. Drug 2: CCCCCOC(=O)NC1=NC(=O)N(C=C1F)C2C(C(C(O2)C)O)O. Cell line: UO-31. Synergy scores: CSS=14.1, Synergy_ZIP=-5.81, Synergy_Bliss=-3.06, Synergy_Loewe=-0.266, Synergy_HSA=-0.146. (7) Drug 1: COC1=CC(=CC(=C1O)OC)C2C3C(COC3=O)C(C4=CC5=C(C=C24)OCO5)OC6C(C(C7C(O6)COC(O7)C8=CC=CS8)O)O. Drug 2: C1=CN(C(=O)N=C1N)C2C(C(C(O2)CO)O)O.Cl. Cell line: PC-3. Synergy scores: CSS=31.1, Synergy_ZIP=-12.1, Synergy_Bliss=-4.23, Synergy_Loewe=-0.518, Synergy_HSA=1.17. (8) Drug 1: CCCCCOC(=O)NC1=NC(=O)N(C=C1F)C2C(C(C(O2)C)O)O. Drug 2: CC12CCC3C(C1CCC2O)C(CC4=C3C=CC(=C4)O)CCCCCCCCCS(=O)CCCC(C(F)(F)F)(F)F. Cell line: SF-539. Synergy scores: CSS=-1.47, Synergy_ZIP=0.554, Synergy_Bliss=-0.759, Synergy_Loewe=-5.92, Synergy_HSA=-7.15. (9) Cell line: A498. Synergy scores: CSS=-8.71, Synergy_ZIP=8.03, Synergy_Bliss=-1.88, Synergy_Loewe=-6.74, Synergy_HSA=-6.57. Drug 1: C1=NC2=C(N=C(N=C2N1C3C(C(C(O3)CO)O)O)F)N. Drug 2: C(CCl)NC(=O)N(CCCl)N=O. (10) Drug 1: CC(C1=C(C=CC(=C1Cl)F)Cl)OC2=C(N=CC(=C2)C3=CN(N=C3)C4CCNCC4)N. Drug 2: C1=C(C(=O)NC(=O)N1)F. Cell line: UO-31. Synergy scores: CSS=31.9, Synergy_ZIP=0.503, Synergy_Bliss=0.725, Synergy_Loewe=2.28, Synergy_HSA=2.74.